Dataset: Peptide-MHC class II binding affinity with 134,281 pairs from IEDB. Task: Regression. Given a peptide amino acid sequence and an MHC pseudo amino acid sequence, predict their binding affinity value. This is MHC class II binding data. (1) The peptide sequence is DTIADQAIANGVPVF. The MHC is DRB1_0101 with pseudo-sequence DRB1_0101. The binding affinity (normalized) is 0.690. (2) The peptide sequence is INEVTAAAIAYGLDR. The MHC is HLA-DQA10401-DQB10402 with pseudo-sequence HLA-DQA10401-DQB10402. The binding affinity (normalized) is 0.681. (3) The peptide sequence is QAMASTEGNVTGMFA. The MHC is DRB1_0901 with pseudo-sequence DRB1_0901. The binding affinity (normalized) is 0.227. (4) The peptide sequence is GIFLSVAAGNEAENA. The MHC is HLA-DQA10501-DQB10301 with pseudo-sequence HLA-DQA10501-DQB10301. The binding affinity (normalized) is 0.678. (5) The binding affinity (normalized) is 0.477. The peptide sequence is GELQIVDKIDMAFKI. The MHC is DRB1_0101 with pseudo-sequence DRB1_0101.